Regression. Given a peptide amino acid sequence and an MHC pseudo amino acid sequence, predict their binding affinity value. This is MHC class II binding data. From a dataset of Peptide-MHC class II binding affinity with 134,281 pairs from IEDB. (1) The peptide sequence is LALVGFLGGLITGIS. The MHC is HLA-DQA10501-DQB10301 with pseudo-sequence HLA-DQA10501-DQB10301. The binding affinity (normalized) is 0.597. (2) The peptide sequence is ARTDLLAFTAFPKKI. The MHC is HLA-DPA10301-DPB10402 with pseudo-sequence HLA-DPA10301-DPB10402. The binding affinity (normalized) is 0.201. (3) The peptide sequence is GAMAKKGQEDKLRKA. The MHC is HLA-DQA10301-DQB10302 with pseudo-sequence HLA-DQA10301-DQB10302. The binding affinity (normalized) is 0. (4) The peptide sequence is TGRGKPGIYRFVAPGERPSG. The MHC is DRB1_0301 with pseudo-sequence DRB1_0301. The binding affinity (normalized) is 0.167. (5) The peptide sequence is SSGKNEGTNIYNNNE. The MHC is DRB1_1501 with pseudo-sequence DRB1_1501. The binding affinity (normalized) is 0.150. (6) The peptide sequence is MLFRILSLNLIKIK. The MHC is DRB1_1501 with pseudo-sequence DRB1_1501. The binding affinity (normalized) is 0.794. (7) The peptide sequence is YNAVLTHVKINDKCP. The MHC is DRB1_0101 with pseudo-sequence DRB1_0101. The binding affinity (normalized) is 0.122. (8) The peptide sequence is NKSSGPNELGRFKHTDAC. The MHC is DRB5_0101 with pseudo-sequence DRB5_0101. The binding affinity (normalized) is 0.409.